Dataset: Forward reaction prediction with 1.9M reactions from USPTO patents (1976-2016). Task: Predict the product of the given reaction. Given the reactants F[C:2]1[N:18]=[CH:17][CH:16]=[CH:15][C:3]=1[C:4]([NH:6][CH2:7][C:8]1[CH:13]=[CH:12][C:11]([F:14])=[CH:10][CH:9]=1)=[O:5].[ClH:19].Cl.[NH:21]1[C:25]2=[N:26][CH:27]=[CH:28][C:29]([O:30][C:31]3[CH:36]=[CH:35][C:34]([NH:37]C4N=CC=CC=4C(NC4C=CC=CC=4C)=O)=[CH:33][C:32]=3[F:54])=[C:24]2[CH:23]=[CH:22]1, predict the reaction product. The product is: [ClH:19].[ClH:19].[NH:21]1[C:25]2=[N:26][CH:27]=[CH:28][C:29]([O:30][C:31]3[CH:36]=[CH:35][C:34]([NH:37][C:2]4[N:18]=[CH:17][CH:16]=[CH:15][C:3]=4[C:4]([NH:6][CH2:7][C:8]4[CH:13]=[CH:12][C:11]([F:14])=[CH:10][CH:9]=4)=[O:5])=[CH:33][C:32]=3[F:54])=[C:24]2[CH:23]=[CH:22]1.